This data is from Reaction yield outcomes from USPTO patents with 853,638 reactions. The task is: Predict the reaction yield, written as a fraction of the theoretical maximum amount of product (1.0 means a 100% yield; for example, 0.34 means a 34% yield). (1) The reactants are [CH:1]1([C:4]2[NH:8][N:7]=[C:6]([NH:9][C:10]3[CH:15]=[CH:14][N:13]=[C:12]([N:16]([CH3:34])[CH:17]([C:19]4[CH:33]=[CH:32][C:22]5[N:23](C6CCCCO6)[CH:24]=[N:25][C:21]=5[CH:20]=4)[CH3:18])[N:11]=3)[CH:5]=2)[CH2:3][CH2:2]1.CC1C=CC(S(O)(=O)=O)=CC=1.O. The catalyst is CO.O. The product is [NH:23]1[C:22]2[CH:32]=[CH:33][C:19]([CH:17]([N:16]([CH3:34])[C:12]3[N:11]=[C:10]([NH:9][C:6]4[CH:5]=[C:4]([CH:1]5[CH2:3][CH2:2]5)[NH:8][N:7]=4)[CH:15]=[CH:14][N:13]=3)[CH3:18])=[CH:20][C:21]=2[N:25]=[CH:24]1. The yield is 0.450. (2) The reactants are [H-].[Al+3].[Li+].[H-].[H-].[H-].[CH2:7]([O:10][C:11]1[CH:18]=[CH:17][C:14]([CH:15]=[O:16])=[C:13]([CH3:19])[CH:12]=1)[CH:8]=[CH2:9].[Cl-].[NH4+].Cl. The catalyst is O1CCCC1. The product is [CH2:7]([O:10][C:11]1[CH:18]=[CH:17][C:14]([CH2:15][OH:16])=[C:13]([CH3:19])[CH:12]=1)[CH:8]=[CH2:9]. The yield is 0.810. (3) The reactants are [CH2:1]([C:4]1[C:12]([N:13]([CH2:20][CH3:21])[CH:14]2[CH2:19][CH2:18][O:17][CH2:16][CH2:15]2)=[CH:11][CH:10]=[CH:9][C:5]=1[C:6]([OH:8])=O)[CH:2]=[CH2:3].C1C=NC2N(O)N=NC=2C=1.C(Cl)CCl.[CH2:36]([O:39][C:40]1[CH:45]=[C:44]([CH3:46])[N:43]=[C:42]([O:47][CH3:48])[C:41]=1[CH2:49][NH2:50])[CH:37]=[CH2:38].CN1CCOCC1. The catalyst is CN(C=O)C.O. The product is [CH2:1]([C:4]1[C:12]([N:13]([CH2:20][CH3:21])[CH:14]2[CH2:19][CH2:18][O:17][CH2:16][CH2:15]2)=[CH:11][CH:10]=[CH:9][C:5]=1[C:6]([NH:50][CH2:49][C:41]1[C:42]([O:47][CH3:48])=[N:43][C:44]([CH3:46])=[CH:45][C:40]=1[O:39][CH2:36][CH:37]=[CH2:38])=[O:8])[CH:2]=[CH2:3]. The yield is 0.760. (4) The reactants are [NH2:1][C:2]1[N:7]=[CH:6][N:5]=[C:4]([NH:8][C@H:9]([C:11]2[N:16]([C:17]3[CH:22]=[CH:21][CH:20]=[CH:19][CH:18]=3)[C:15](=[O:23])[C:14]3=[C:24]([CH3:27])[CH:25]=[CH:26][N:13]3[N:12]=2)[CH3:10])[C:3]=1Br.[CH3:29][O:30][C:31]1[CH:36]=[CH:35][C:34]([S:37]([NH:40][C:41]2[C:42]([O:56][CH3:57])=[N:43][CH:44]=[C:45](B3OC(C)(C)C(C)(C)O3)[CH:46]=2)(=[O:39])=[O:38])=[CH:33][CH:32]=1.C(=O)([O-])[O-].[Na+].[Na+]. No catalyst specified. The product is [NH2:1][C:2]1[C:3]([C:45]2[CH:46]=[C:41]([NH:40][S:37]([C:34]3[CH:33]=[CH:32][C:31]([O:30][CH3:29])=[CH:36][CH:35]=3)(=[O:39])=[O:38])[C:42]([O:56][CH3:57])=[N:43][CH:44]=2)=[C:4]([NH:8][C@H:9]([C:11]2[N:16]([C:17]3[CH:22]=[CH:21][CH:20]=[CH:19][CH:18]=3)[C:15](=[O:23])[C:14]3=[C:24]([CH3:27])[CH:25]=[CH:26][N:13]3[N:12]=2)[CH3:10])[N:5]=[CH:6][N:7]=1. The yield is 0.550. (5) The reactants are Br[CH2:2][C:3]([CH:5]1[CH2:10][CH2:9][N:8]([C:11]([O:13][C:14]([CH3:17])([CH3:16])[CH3:15])=[O:12])[CH2:7][CH2:6]1)=O.[CH:18]([NH2:20])=[S:19]. The catalyst is C1COCC1.C(OCC)(=O)C. The product is [S:19]1[CH:2]=[C:3]([CH:5]2[CH2:10][CH2:9][N:8]([C:11]([O:13][C:14]([CH3:17])([CH3:16])[CH3:15])=[O:12])[CH2:7][CH2:6]2)[N:20]=[CH:18]1. The yield is 0.630. (6) The reactants are [Cl:1][C:2]1[CH:3]=[C:4]2[C:8](=[CH:9][CH:10]=1)[NH:7][CH:6]=[C:5]2[CH2:11][NH2:12].CN(C([O:20][N:21]1N=N[C:23]2[CH:24]=[CH:25][CH:26]=N[C:22]1=2)=[N+](C)C)C.[F:30][P-](F)(F)(F)(F)F.C(N(CC)[CH:41]([CH3:43])[CH3:42])(C)C.C(O[CH2:50][CH3:51])(=O)C.CN([CH:55]=[O:56])C. The catalyst is ClCCl. The product is [Cl:1][C:2]1[CH:3]=[C:4]2[C:8](=[CH:9][CH:10]=1)[NH:7][CH:6]=[C:5]2[CH2:11][NH:12][C:55]([C:22]1[CH:23]=[C:24]([CH2:25][C:26]2[CH:42]=[CH:41][CH:43]=[C:50]([F:30])[CH:51]=2)[O:20][N:21]=1)=[O:56]. The yield is 0.220. (7) The reactants are [NH:1]1[CH2:6][CH2:5][CH:4]([OH:7])[CH2:3][CH2:2]1.C(O)(=O)C.[C:12]1(=O)[CH2:16][CH2:15][CH2:14][CH2:13]1.[BH3-]C#N.[Na+]. The catalyst is C1COCC1. The product is [CH:12]1([N:1]2[CH2:6][CH2:5][CH:4]([OH:7])[CH2:3][CH2:2]2)[CH2:16][CH2:15][CH2:14][CH2:13]1. The yield is 0.400. (8) The reactants are [CH2:1]([N:3]([CH:7](C)C)[CH:4](C)C)C.BrC1[S:12][C:13]([Br:16])=[CH:14][N:15]=1.CNC. The catalyst is C(O)C. The product is [Br:16][C:13]1[S:12][C:7]([N:3]([CH3:1])[CH3:4])=[N:15][CH:14]=1. The yield is 0.290. (9) The reactants are FC(F)(F)[C:3]([OH:5])=[O:4].[NH2:8][C:9]1[C:17]2[C:12](=[CH:13][CH:14]=[CH:15][CH:16]=2)[C:11]([C:25]2[CH:30]=[CH:29][C:28]([O:31][S:32]([CH3:35])(=[O:34])=[O:33])=[CH:27][CH:26]=2)([C:18]2[CH:23]=[CH:22][CH:21]=[C:20]([Br:24])[CH:19]=2)[N:10]=1.N1[CH:41]=[CH:40][CH:39]=CC=1.[CH3:42]S(Cl)(=O)=O. The catalyst is O1CCCC1. The product is [Br:24][C:20]1[CH:19]=[C:18]([C:11]2([C:25]3[CH:30]=[CH:29][C:28]([O:31][S:32]([CH3:35])(=[O:34])=[O:33])=[CH:27][CH:26]=3)[C:12]3[C:17](=[CH:16][CH:15]=[CH:14][CH:13]=3)[C:9]([NH:8][C:3]([O:5][C:40]([CH3:39])([CH3:41])[CH3:42])=[O:4])=[N:10]2)[CH:23]=[CH:22][CH:21]=1. The yield is 0.700. (10) The product is [CH3:36][O:35][C:24](=[O:34])[CH2:25][CH2:26][CH2:27][C:28]1[C:29]([C:30]([O:32][CH3:33])=[O:31])=[CH:21][NH:22][CH:23]=1. The catalyst is C1COCC1. The reactants are [Li]N([Si](C)(C)C)[Si](C)(C)C.CC1C=CC(S([CH2:21][N+:22]#[C-:23])(=O)=O)=CC=1.[C:24]([O:35][CH3:36])(=[O:34])/[CH:25]=[CH:26]/[CH2:27][CH2:28][CH2:29][C:30]([O:32][CH3:33])=[O:31]. The yield is 0.400.